Dataset: Catalyst prediction with 721,799 reactions and 888 catalyst types from USPTO. Task: Predict which catalyst facilitates the given reaction. (1) Reactant: C(OC([NH:8][C@H:9]([C:22]([O:24][CH3:25])=[O:23])[CH2:10][C:11]1[C:19]2[C:14](=[CH:15][CH:16]=[CH:17][CH:18]=2)[N:13]([CH2:20][CH3:21])[CH:12]=1)=O)(C)(C)C.[ClH:26].O1CCOCC1. Product: [ClH:26].[CH2:20]([N:13]1[C:14]2[C:19](=[CH:18][CH:17]=[CH:16][CH:15]=2)[C:11]([CH2:10][C@@H:9]([C:22]([O:24][CH3:25])=[O:23])[NH2:8])=[CH:12]1)[CH3:21]. The catalyst class is: 2. (2) Reactant: [C:1]([O:5][C:6](=[O:20])[N:7]([C:13]1[CH:14]=[N:15][CH:16]=[CH:17][C:18]=1I)[CH2:8][C:9]([F:12])([F:11])[F:10])([CH3:4])([CH3:3])[CH3:2].[Cl:21][C:22]1[CH:27]=[CH:26][CH:25]=[CH:24][C:23]=1B(O)O. Product: [C:1]([O:5][C:6](=[O:20])[N:7]([C:13]1[CH:14]=[N:15][CH:16]=[CH:17][C:18]=1[C:23]1[CH:24]=[CH:25][CH:26]=[CH:27][C:22]=1[Cl:21])[CH2:8][C:9]([F:12])([F:11])[F:10])([CH3:4])([CH3:3])[CH3:2]. The catalyst class is: 243. (3) Reactant: Br[C:2]1[CH:22]=[C:21]([CH3:23])[CH:20]=[CH:19][C:3]=1[O:4][C:5]1[C:14]2[C:9](=[CH:10][C:11]([O:17][CH3:18])=[C:12]([O:15][CH3:16])[CH:13]=2)[N:8]=[CH:7][CH:6]=1.C([Li])CCC.CCCCCC.[C:35](Cl)(=[O:40])[C:36]([CH3:39])([CH3:38])[CH3:37].O. Product: [CH3:16][O:15][C:12]1[CH:13]=[C:14]2[C:9](=[CH:10][C:11]=1[O:17][CH3:18])[N:8]=[CH:7][CH:6]=[C:5]2[O:4][C:3]1[CH:19]=[CH:20][C:21]([CH3:23])=[CH:22][C:2]=1[C:35](=[O:40])[C:36]([CH3:39])([CH3:38])[CH3:37]. The catalyst class is: 7. (4) Reactant: [O:1]1[C:5]2[C:6]([CH2:10][OH:11])=[CH:7][CH:8]=[CH:9][C:4]=2[O:3][CH2:2]1.[N:12]1([C:17](N2C=CN=C2)=[O:18])[CH:16]=[CH:15][N:14]=[CH:13]1. Product: [N:12]1([C:17]([O:11][CH2:10][C:6]2[C:5]3[O:1][CH2:2][O:3][C:4]=3[CH:9]=[CH:8][CH:7]=2)=[O:18])[CH:16]=[CH:15][N:14]=[CH:13]1. The catalyst class is: 2. (5) Reactant: [Cl:1][C:2]1[N:7]=[CH:6][C:5]([CH2:8][C:9]([O:11]C(C)(C)C)=[O:10])=[CH:4][C:3]=1[CH3:16].C(O)(C(F)(F)F)=O.C(=O)([O-])[O-].[Na+].[Na+]. Product: [Cl:1][C:2]1[N:7]=[CH:6][C:5]([CH2:8][C:9]([OH:11])=[O:10])=[CH:4][C:3]=1[CH3:16]. The catalyst class is: 2. (6) Reactant: C([N:5](CCCC)CCCC)CCC.[CH:14]1[C:20](=O)[NH:19][C:17](=O)[N:16]([C@@H:22]2[O:26][C@H:25]([CH2:27][O:28][P:29]([O:32][P:33]([OH:36])([OH:35])=[O:34])([OH:31])=[O:30])[C@@H:24]([OH:37])[C@H:23]2[OH:38])[CH:15]=1.[CH:39]1[C:45](=[O:46])[NH:44][C:42](=[O:43])[N:41]([C@@H:47]2[O:51][C@H:50]([CH2:52][O:53][P:54]([O:57][P:58]([O-:61])([OH:60])=[O:59])([O-:56])=[O:55])[C@@H:49]([OH:62])[C@H:48]2[OH:63])[CH:40]=1.[Na+].[Na+]. Product: [P:29]([O:28][CH2:27][C@H:25]1[O:26][C@@H:22]([N:16]2[C:15]3[N:44]=[CH:42][N:41]=[C:20]([NH2:19])[C:14]=3[N:5]=[CH:17]2)[C@H:23]([OH:38])[C@@H:24]1[OH:37])([O:32][P:33]([OH:35])([OH:36])=[O:34])(=[O:30])[OH:31].[CH:39]1[C:45](=[O:46])[NH:44][C:42](=[O:43])[N:41]([C@@H:47]2[O:51][C@H:50]([CH2:52][O:53][P:54]([O:57][P:58]([OH:60])([OH:61])=[O:59])([OH:56])=[O:55])[C@@H:49]([OH:62])[C@H:48]2[OH:63])[CH:40]=1. The catalyst class is: 14. (7) Reactant: C([Li])CCC.CCCCCC.Br[C:13]1[CH:18]=[CH:17][CH:16]=[CH:15][C:14]=1[CH3:19].[CH2:20]([N:27]1[CH2:32][CH2:31][C:30](=[O:33])[CH2:29][CH2:28]1)[C:21]1[CH:26]=[CH:25][CH:24]=[CH:23][CH:22]=1.[Cl-].[NH4+].C(=O)([O-])O.[Na+]. Product: [CH2:20]([N:27]1[CH2:32][CH2:31][C:30]([C:13]2[CH:18]=[CH:17][CH:16]=[CH:15][C:14]=2[CH3:19])([OH:33])[CH2:29][CH2:28]1)[C:21]1[CH:22]=[CH:23][CH:24]=[CH:25][CH:26]=1. The catalyst class is: 7.